From a dataset of Full USPTO retrosynthesis dataset with 1.9M reactions from patents (1976-2016). Predict the reactants needed to synthesize the given product. (1) Given the product [F:1][C:2]1[CH:3]=[C:4]([CH:10]=[CH:11][C:12]=1[N:14]1[CH:18]=[N:17][CH:16]=[N:15]1)[C:5]([OH:7])=[O:6], predict the reactants needed to synthesize it. The reactants are: [F:1][C:2]1[CH:3]=[C:4]([CH:10]=[CH:11][C:12]=1F)[C:5]([O:7]CC)=[O:6].[NH:14]1[CH:18]=[N:17][CH:16]=[N:15]1.C([O-])([O-])=O.[K+].[K+].O. (2) Given the product [C:11]([O:10][C:8]([N:5]1[CH2:6][CH2:7][C@H:3]([CH2:2][NH:1][C:24]([C:22]2[S:21][C:20]3[CH:27]=[C:16]([Cl:15])[CH:17]=[CH:18][C:19]=3[CH:23]=2)=[O:25])[CH2:4]1)=[O:9])([CH3:14])([CH3:13])[CH3:12], predict the reactants needed to synthesize it. The reactants are: [NH2:1][CH2:2][C@H:3]1[CH2:7][CH2:6][N:5]([C:8]([O:10][C:11]([CH3:14])([CH3:13])[CH3:12])=[O:9])[CH2:4]1.[Cl:15][C:16]1[CH:17]=[CH:18][C:19]2[CH:23]=[C:22]([C:24](O)=[O:25])[S:21][C:20]=2[CH:27]=1. (3) The reactants are: [C:1]([O:5][C:6]([N:8](C)[C@H:9]([CH2:16][O:17][Si:18]([C:21]([CH3:24])([CH3:23])[CH3:22])([CH3:20])[CH3:19])[CH2:10][CH2:11][C:12](OC)=O)=[O:7])([CH3:4])([CH3:3])[CH3:2].N1C=CC=CC=1.[C:32](Cl)(=[O:34])[CH3:33].C1C[O:39]CC1. Given the product [C:32]([O:34][CH2:12][CH2:11][CH2:10][C@H:9]([NH:8][C:6]([O:5][C:1]([CH3:2])([CH3:4])[CH3:3])=[O:7])[CH2:16][O:17][Si:18]([C:21]([CH3:22])([CH3:23])[CH3:24])([CH3:19])[CH3:20])(=[O:39])[CH3:33], predict the reactants needed to synthesize it. (4) Given the product [CH2:20]([N:4]([CH:1]1[CH2:3][CH2:2]1)[C:5](=[O:15])[C:6]1[CH:7]=[C:8]([CH:12]=[CH:13][CH:14]=1)[C:9]([OH:11])=[O:10])[CH:19]=[CH2:18], predict the reactants needed to synthesize it. The reactants are: [CH:1]1([NH:4][C:5](=[O:15])[C:6]2[CH:7]=[C:8]([CH:12]=[CH:13][CH:14]=2)[C:9]([OH:11])=[O:10])[CH2:3][CH2:2]1.[H-].[Na+].[CH2:18](Br)[CH:19]=[CH2:20]. (5) Given the product [Cl:16][C:17]1[CH:18]=[CH:19][C:20]2[O:24][N:23]=[C:22]([O:25][C@@H:4]3[C:5]4[C:10](=[CH:9][CH:8]=[C:7]([C:12]#[N:13])[CH:6]=4)[O:11][C:2]([CH3:1])([CH3:15])[C@H:3]3[OH:14])[C:21]=2[CH:26]=1, predict the reactants needed to synthesize it. The reactants are: [CH3:1][C:2]1([CH3:15])[O:11][C:10]2[C:5](=[CH:6][C:7]([C:12]#[N:13])=[CH:8][CH:9]=2)[C@@H:4]2[O:14][C@H:3]12.[Cl:16][C:17]1[CH:18]=[CH:19][C:20]2[O:24][NH:23][C:22](=[O:25])[C:21]=2[CH:26]=1. (6) Given the product [CH3:34][O:35][C:36]([C:38]1[CH:47]=[C:46]([OH:48])[C:45]2[C:40](=[C:41]([OH:56])[CH:42]=[C:43]([CH2:49][C:50]3[CH:51]=[CH:52][CH:53]=[CH:54][CH:55]=3)[CH:44]=2)[N:39]=1)=[O:37], predict the reactants needed to synthesize it. The reactants are: COC(C1C=C(NS(C2C=CC(C)=CC=2)(=O)=O)C2C(=C(OCC3C=CC=CC=3)C=CC=2)N=1)=O.[CH3:34][O:35][C:36]([C:38]1[CH:47]=[C:46]([OH:48])[C:45]2[C:40](=[C:41]([O:56]CC3C=CC=CC=3)[CH:42]=[C:43]([CH2:49][C:50]3[CH:55]=[CH:54][CH:53]=[CH:52][CH:51]=3)[CH:44]=2)[N:39]=1)=[O:37]. (7) Given the product [CH2:31]([C:28]1[CH:27]=[CH:26][C:25]([S:24][C:21]2[CH:22]=[CH:23][C:18]([CH2:17][CH2:16][C:5]([NH:4][C:1](=[O:3])[CH3:2])([CH2:6][OH:7])[CH2:11][OH:12])=[CH:19][CH:20]=2)=[CH:30][CH:29]=1)[CH2:32][CH2:33][CH3:34], predict the reactants needed to synthesize it. The reactants are: [C:1]([NH:4][C:5]([CH2:16][CH2:17][C:18]1[CH:23]=[CH:22][C:21]([S:24][C:25]2[CH:30]=[CH:29][C:28]([CH2:31][CH2:32][CH2:33][CH3:34])=[CH:27][CH:26]=2)=[CH:20][CH:19]=1)([C:11](OCC)=[O:12])[C:6](OCC)=[O:7])(=[O:3])[CH3:2].OP([O-])([O-])=O.[K+].[K+].[BH4-].[Na+].[OH-].[Na+].